The task is: Predict the reactants needed to synthesize the given product.. This data is from Full USPTO retrosynthesis dataset with 1.9M reactions from patents (1976-2016). (1) The reactants are: [F:1][C:2]1([F:23])[CH2:4][CH:3]1[CH2:5][N:6]1[CH2:10][CH2:9][N:8]([C:11]2[S:12][C:13]([C:17]([O:19]CC)=[O:18])=[C:14]([CH3:16])[N:15]=2)[C:7]1=[O:22].O.[OH-].[Li+].Cl. Given the product [F:23][C:2]1([F:1])[CH2:4][CH:3]1[CH2:5][N:6]1[CH2:10][CH2:9][N:8]([C:11]2[S:12][C:13]([C:17]([OH:19])=[O:18])=[C:14]([CH3:16])[N:15]=2)[C:7]1=[O:22], predict the reactants needed to synthesize it. (2) Given the product [C:6]([C:7]1[NH:11][C:10]([C@@H:12]2[CH2:16][CH2:15][CH2:14][N:13]2[C:17]([O:19][C:20]([CH3:23])([CH3:22])[CH3:21])=[O:18])=[N:9][CH:8]=1)#[CH:5], predict the reactants needed to synthesize it. The reactants are: C[Si]([C:5]#[C:6][C:7]1[NH:11][C:10]([C@@H:12]2[CH2:16][CH2:15][CH2:14][N:13]2[C:17]([O:19][C:20]([CH3:23])([CH3:22])[CH3:21])=[O:18])=[N:9][CH:8]=1)(C)C.C(=O)([O-])[O-].[K+].[K+]. (3) Given the product [Cl:27][C:28]1[CH:29]=[C:30]([CH:31]=[C:32]([Cl:34])[CH:33]=1)[O:1][CH:2]1[CH2:11][CH2:10][NH:9][C:8]2[N:7]=[CH:6][C:5]([C:12]3[CH:13]=[CH:14][C:15]([C:18]([N:20]4[CH2:21][CH2:22][N:23]([CH3:26])[CH2:24][CH2:25]4)=[O:19])=[CH:16][CH:17]=3)=[CH:4][C:3]1=2, predict the reactants needed to synthesize it. The reactants are: [OH:1][CH:2]1[CH2:11][CH2:10][NH:9][C:8]2[N:7]=[CH:6][C:5]([C:12]3[CH:17]=[CH:16][C:15]([C:18]([N:20]4[CH2:25][CH2:24][N:23]([CH3:26])[CH2:22][CH2:21]4)=[O:19])=[CH:14][CH:13]=3)=[CH:4][C:3]1=2.[Cl:27][C:28]1[CH:29]=[C:30](O)[CH:31]=[C:32]([Cl:34])[CH:33]=1. (4) Given the product [F:17][C:18]1[CH:26]=[C:25]2[C:21]([C:22](=[CH:28][NH:16][C:13]3[CH:12]=[CH:11][C:10]([O:9][CH2:8][CH2:7][N:1]4[CH2:2][CH2:3][CH2:4][CH2:5][CH2:6]4)=[CH:15][CH:14]=3)[C:23](=[O:27])[NH:24]2)=[CH:20][CH:19]=1, predict the reactants needed to synthesize it. The reactants are: [N:1]1([CH2:7][CH2:8][O:9][C:10]2[CH:15]=[CH:14][C:13]([NH2:16])=[CH:12][CH:11]=2)[CH2:6][CH2:5][CH2:4][CH2:3][CH2:2]1.[F:17][C:18]1[CH:26]=[C:25]2[C:21]([C:22](=[CH:28]O)[C:23](=[O:27])[NH:24]2)=[CH:20][CH:19]=1.